The task is: Regression. Given two drug SMILES strings and cell line genomic features, predict the synergy score measuring deviation from expected non-interaction effect.. This data is from NCI-60 drug combinations with 297,098 pairs across 59 cell lines. (1) Drug 1: CCCCCOC(=O)NC1=NC(=O)N(C=C1F)C2C(C(C(O2)C)O)O. Drug 2: C(CN)CNCCSP(=O)(O)O. Cell line: MDA-MB-435. Synergy scores: CSS=0.582, Synergy_ZIP=1.39, Synergy_Bliss=-1.25, Synergy_Loewe=-6.83, Synergy_HSA=-8.12. (2) Drug 1: C1CC(=O)NC(=O)C1N2CC3=C(C2=O)C=CC=C3N. Drug 2: C1CN(P(=O)(OC1)NCCCl)CCCl. Cell line: UACC62. Synergy scores: CSS=0.207, Synergy_ZIP=-0.959, Synergy_Bliss=-0.855, Synergy_Loewe=-0.822, Synergy_HSA=-0.639. (3) Drug 2: CC12CCC3C(C1CCC2=O)CC(=C)C4=CC(=O)C=CC34C. Cell line: SK-OV-3. Drug 1: C1CCC(C1)C(CC#N)N2C=C(C=N2)C3=C4C=CNC4=NC=N3. Synergy scores: CSS=13.8, Synergy_ZIP=1.64, Synergy_Bliss=0.429, Synergy_Loewe=-11.8, Synergy_HSA=0.722. (4) Drug 1: C1=C(C(=O)NC(=O)N1)N(CCCl)CCCl. Drug 2: C1C(C(OC1N2C=NC3=C(N=C(N=C32)Cl)N)CO)O. Cell line: BT-549. Synergy scores: CSS=25.4, Synergy_ZIP=-4.22, Synergy_Bliss=0.161, Synergy_Loewe=-3.50, Synergy_HSA=2.65. (5) Drug 2: CC(C)(C1=NC(=CC=C1)N2C3=NC(=NC=C3C(=O)N2CC=C)NC4=CC=C(C=C4)N5CCN(CC5)C)O. Cell line: NCI-H460. Drug 1: CC12CCC3C(C1CCC2NC(=O)OCC(F)(F)F)CCC4C3(C=CC(=O)N4C)C. Synergy scores: CSS=14.0, Synergy_ZIP=-3.57, Synergy_Bliss=-1.48, Synergy_Loewe=-14.2, Synergy_HSA=0.649.